Predict the product of the given reaction. From a dataset of Forward reaction prediction with 1.9M reactions from USPTO patents (1976-2016). (1) Given the reactants C(OC([NH:8][N:9]1[CH2:14][C:13]([C:15]2[CH2:19][C:18]([CH3:21])([CH3:20])[O:17][N:16]=2)=[N:12][N:11](C(OC(C)(C)C)=O)[C:10]1=[O:29])=O)(C)(C)C.C(Cl)(=O)C.C[O-].[Na+], predict the reaction product. The product is: [NH2:8][N:9]1[CH2:14][C:13]([C:15]2[CH2:19][C:18]([CH3:20])([CH3:21])[O:17][N:16]=2)=[N:12][NH:11][C:10]1=[O:29]. (2) Given the reactants C(N(CC)CC)C.Cl[CH2:9][C:10]#[N:11].[NH2:12][C:13]1[CH:21]=[C:20]([F:22])[CH:19]=[CH:18][C:14]=1[C:15]([OH:17])=[O:16], predict the reaction product. The product is: [C:10]([CH2:9][O:17][C:15](=[O:16])[C:14]1[CH:18]=[CH:19][C:20]([F:22])=[CH:21][C:13]=1[NH2:12])#[N:11]. (3) Given the reactants Cl.[Cl:2][C:3]1[CH:4]=[C:5]([C:10](=[N:24][O:25][CH2:26][CH3:27])[CH:11]2[CH:16]3[CH:12]2[CH2:13][N:14](C(OC(C)(C)C)=O)[CH2:15]3)[CH:6]=[CH:7][C:8]=1[Cl:9].CCCCCC, predict the reaction product. The product is: [ClH:2].[CH2:26]([O:25][N:24]=[C:10]([CH:11]1[CH:16]2[CH:12]1[CH2:13][NH:14][CH2:15]2)[C:5]1[CH:6]=[CH:7][C:8]([Cl:9])=[C:3]([Cl:2])[CH:4]=1)[CH3:27]. (4) Given the reactants [CH2:1]([OH:8])[C:2]1[CH:7]=[CH:6][CH:5]=[CH:4][CH:3]=1.[H-].[Na+].[Br:11][C:12]1[CH:17]=[C:16](F)[CH:15]=[C:14]([Br:19])[CH:13]=1.O, predict the reaction product. The product is: [CH2:1]([O:8][C:16]1[CH:17]=[C:12]([Br:11])[CH:13]=[C:14]([Br:19])[CH:15]=1)[C:2]1[CH:7]=[CH:6][CH:5]=[CH:4][CH:3]=1. (5) Given the reactants C(NC(C)C)(C)C.[O:8]1[CH2:13][CH2:12][CH:11]([CH2:14][C:15]([O:17][CH2:18][C:19]2[CH:24]=[CH:23][CH:22]=[CH:21][CH:20]=2)=[O:16])[CH2:10][CH2:9]1.[CH3:25][CH:26]([CH3:39])[C:27](=[O:38])[C:28]([O:30][CH2:31][C:32]1[CH:37]=[CH:36][CH:35]=[CH:34][CH:33]=1)=[O:29].C(O)(=O)C, predict the reaction product. The product is: [OH:38][C:27]([CH:26]([CH3:39])[CH3:25])([CH:14]([CH:11]1[CH2:10][CH2:9][O:8][CH2:13][CH2:12]1)[C:15]([O:17][CH2:18][C:19]1[CH:20]=[CH:21][CH:22]=[CH:23][CH:24]=1)=[O:16])[C:28]([O:30][CH2:31][C:32]1[CH:37]=[CH:36][CH:35]=[CH:34][CH:33]=1)=[O:29].